From a dataset of Full USPTO retrosynthesis dataset with 1.9M reactions from patents (1976-2016). Predict the reactants needed to synthesize the given product. (1) Given the product [N+:1]([C:4]1[CH:9]=[CH:8][C:38]([C:36]([OH:35])=[O:37])=[CH:6][CH:5]=1)([O-:3])=[O:2], predict the reactants needed to synthesize it. The reactants are: [N+:1]([C:4]1[CH:9]=[CH:8]C(C=CC2[CH:8]=[CH:9][C:4]([N+:1]([O-:3])=[O:2])=[CH:5][CH:6]=2)=[CH:6][CH:5]=1)([O-:3])=[O:2].OOS([O-])=O.[K+].[O-]S([O-])=O.[Na+].[Na+].CC[O:35][C:36]([CH3:38])=[O:37]. (2) Given the product [Cl:1][C:2]1[CH:10]=[CH:9][C:8]([C:11]2[O:12][C:13]([CH:16]=[C:17]3[S:21][C:20](=[S:22])[NH:19][C:18]3=[O:23])=[CH:14][CH:15]=2)=[CH:7][C:3]=1[C:4]([NH:62][CH2:61][CH2:60][N:59]([CH2:63][CH3:64])[CH2:57][CH3:58])=[O:6], predict the reactants needed to synthesize it. The reactants are: [Cl:1][C:2]1[CH:10]=[CH:9][C:8]([C:11]2[O:12][C:13]([CH:16]=[C:17]3[S:21][C:20](=[S:22])[NH:19][C:18]3=[O:23])=[CH:14][CH:15]=2)=[CH:7][C:3]=1[C:4]([OH:6])=O.CN(C(ON1N=NC2C=CC=CC1=2)=[N+](C)C)C.F[P-](F)(F)(F)(F)F.CCN(C(C)C)C(C)C.[CH2:57]([N:59]([CH2:63][CH3:64])[CH2:60][CH2:61][NH2:62])[CH3:58]. (3) Given the product [Cl:1][C:2]1[CH:29]=[CH:28][C:5]([C:6]([NH:8][C:9]2[CH:10]=[CH:11][C:12]([CH2:15][NH:16][C:17]3[C:26]4[C:21](=[CH:22][CH:23]=[CH:24][CH:25]=4)[N:20]=[C:19]([N:31]([CH3:32])[CH3:30])[N:18]=3)=[CH:13][CH:14]=2)=[O:7])=[CH:4][N:3]=1, predict the reactants needed to synthesize it. The reactants are: [Cl:1][C:2]1[CH:29]=[CH:28][C:5]([C:6]([NH:8][C:9]2[CH:14]=[CH:13][C:12]([CH2:15][NH:16][C:17]3[C:26]4[C:21](=[CH:22][CH:23]=[CH:24][CH:25]=4)[N:20]=[C:19](Cl)[N:18]=3)=[CH:11][CH:10]=2)=[O:7])=[CH:4][N:3]=1.[CH3:30][NH:31][CH3:32]. (4) Given the product [F:11][C:12]([F:16])([F:15])[CH2:13][O:14][C:2]1[N:7]=[CH:6][C:5]([C:8]([OH:10])=[O:9])=[CH:4][CH:3]=1, predict the reactants needed to synthesize it. The reactants are: Cl[C:2]1[N:7]=[CH:6][C:5]([C:8]([OH:10])=[O:9])=[CH:4][CH:3]=1.[F:11][C:12]([F:16])([F:15])[CH2:13][OH:14].[OH-].[K+].Cl. (5) Given the product [Cl:1][C:2]1[CH:7]=[CH:6][CH:5]=[CH:4][C:3]=1[CH2:8][C:9]([C:15]1[CH:20]=[CH:19][CH:18]=[CH:17][CH:16]=1)=[O:10], predict the reactants needed to synthesize it. The reactants are: [Cl:1][C:2]1[CH:7]=[CH:6][CH:5]=[CH:4][C:3]=1[CH2:8][C:9](N(OC)C)=[O:10].[C:15]1([Mg]Br)[CH:20]=[CH:19][CH:18]=[CH:17][CH:16]=1.CCOC(C)=O. (6) Given the product [F:20][CH:15]1[CH:16]2[NH:8][CH:9]([CH2:19][O:18][CH2:17]2)[C:10]2[CH:11]=[N:12][O:13][C:14]1=2, predict the reactants needed to synthesize it. The reactants are: C(OC([N:8]1[CH:16]2[CH2:17][O:18][CH2:19][CH:9]1[C:10]1[CH:11]=[N:12][O:13][C:14]=1[CH:15]2[F:20])=O)(C)(C)C.